From a dataset of Catalyst prediction with 721,799 reactions and 888 catalyst types from USPTO. Predict which catalyst facilitates the given reaction. (1) Reactant: [CH3:1][N:2]1[CH:6]=[N:5][N:4]=[N:3]1.CN(CCN(C)C)C.[Li]CCCC.CN(OC)[C:22]([C:24]1[C:29]([CH3:30])=[CH:28][CH:27]=[CH:26][N:25]=1)=[O:23].C([O-])(O)=O.[Na+]. Product: [CH3:30][C:29]1[C:24]([C:22]([C:6]2[N:2]([CH3:1])[N:3]=[N:4][N:5]=2)=[O:23])=[N:25][CH:26]=[CH:27][CH:28]=1. The catalyst class is: 1. (2) Reactant: [N:1]([C:4]1[CH:9]=[CH:8][C:7]([Cl:10])=[CH:6][C:5]=1[Br:11])=[N+:2]=[N-:3].[C:12]([O:16][C:17]([CH3:20])([CH3:19])[CH3:18])(=[O:15])[C:13]#[CH:14]. Product: [Br:11][C:5]1[CH:6]=[C:7]([Cl:10])[CH:8]=[CH:9][C:4]=1[N:1]1[CH:14]=[C:13]([C:12]([O:16][C:17]([CH3:20])([CH3:19])[CH3:18])=[O:15])[N:3]=[N:2]1. The catalyst class is: 11. (3) Reactant: CO[C:3](=[O:13])[C:4]1[C:9]([I:10])=[CH:8][CH:7]=[CH:6][C:5]=1[CH2:11]Br.[C:14]1([CH:20]([CH3:24])[CH2:21][CH2:22][NH2:23])[CH:19]=[CH:18][CH:17]=[CH:16][CH:15]=1.C([O-])([O-])=O.[K+].[K+].C(OCC)(=O)C. Product: [I:10][C:9]1[CH:8]=[CH:7][CH:6]=[C:5]2[C:4]=1[C:3](=[O:13])[N:23]([CH2:22][CH2:21][CH:20]([C:14]1[CH:19]=[CH:18][CH:17]=[CH:16][CH:15]=1)[CH3:24])[CH2:11]2. The catalyst class is: 345. (4) Reactant: [CH3:1][C:2]1([CH3:12])[S:7][CH2:6][CH2:5][NH:4][C@H:3]1[C:8]([O:10][CH3:11])=[O:9].CN1CCOCC1.[CH2:20]([O:24][C:25]1[CH:30]=[CH:29][C:28]([S:31](Cl)(=[O:33])=[O:32])=[CH:27][CH:26]=1)[CH:21]=[C:22]=[CH2:23]. Product: [CH2:20]([O:24][C:25]1[CH:30]=[CH:29][C:28]([S:31]([N:4]2[CH2:5][CH2:6][S:7][C:2]([CH3:12])([CH3:1])[C@@H:3]2[C:8]([O:10][CH3:11])=[O:9])(=[O:33])=[O:32])=[CH:27][CH:26]=1)[CH:21]=[C:22]=[CH2:23]. The catalyst class is: 2. (5) Reactant: [C:1]1([S:7]([N:10]2[C:18]3[C:13](=[CH:14][CH:15]=[CH:16][CH:17]=3)[C:12]([CH2:19][C:20](O)=[O:21])=[CH:11]2)(=[O:9])=[O:8])[CH:6]=[CH:5][CH:4]=[CH:3][CH:2]=1.[F:23][C:24]([F:35])([F:34])C(OC(=O)[C:24]([F:35])([F:34])[F:23])=O.N1C=CC=CC=1. Product: [F:23][C:24]([F:35])([F:34])[C:20](=[O:21])[CH2:19][C:12]1[C:13]2[C:18](=[CH:17][CH:16]=[CH:15][CH:14]=2)[N:10]([S:7]([C:1]2[CH:6]=[CH:5][CH:4]=[CH:3][CH:2]=2)(=[O:9])=[O:8])[CH:11]=1. The catalyst class is: 11. (6) Reactant: [Cl:1][C:2]1[CH:7]=[CH:6][C:5]([Cl:8])=[CH:4][N:3]=1.C([Li])CCC.CN(C)CCN(C)CCN(C)C.[C:26](=[O:28])=[O:27]. Product: [Cl:1][C:2]1[CH:7]=[C:6]([C:26]([OH:28])=[O:27])[C:5]([Cl:8])=[CH:4][N:3]=1. The catalyst class is: 30. (7) Reactant: C([O:4][CH:5]([C:10]1[CH:15]=[CH:14][N:13]=[C:12]([NH2:16])[CH:11]=1)[C:6]([F:9])([F:8])[F:7])(=O)C.Br[CH2:18][C:19](=O)[CH3:20].C(=O)(O)[O-].[Na+].C(=O)([O-])[O-].[K+].[K+].[Cl-].[NH4+]. Product: [F:9][C:6]([F:7])([F:8])[CH:5]([C:10]1[CH:15]=[CH:14][N:13]2[CH:18]=[C:19]([CH3:20])[N:16]=[C:12]2[CH:11]=1)[OH:4]. The catalyst class is: 729.